This data is from NCI-60 drug combinations with 297,098 pairs across 59 cell lines. The task is: Regression. Given two drug SMILES strings and cell line genomic features, predict the synergy score measuring deviation from expected non-interaction effect. (1) Drug 1: CC1=C2C(C(=O)C3(C(CC4C(C3C(C(C2(C)C)(CC1OC(=O)C(C(C5=CC=CC=C5)NC(=O)C6=CC=CC=C6)O)O)OC(=O)C7=CC=CC=C7)(CO4)OC(=O)C)O)C)OC(=O)C. Drug 2: CC1=C(C(=CC=C1)Cl)NC(=O)C2=CN=C(S2)NC3=CC(=NC(=N3)C)N4CCN(CC4)CCO. Cell line: SF-539. Synergy scores: CSS=14.8, Synergy_ZIP=-2.25, Synergy_Bliss=0.564, Synergy_Loewe=-8.11, Synergy_HSA=0.0698. (2) Drug 1: CN1C2=C(C=C(C=C2)N(CCCl)CCCl)N=C1CCCC(=O)O.Cl. Drug 2: COCCOC1=C(C=C2C(=C1)C(=NC=N2)NC3=CC=CC(=C3)C#C)OCCOC.Cl. Cell line: 786-0. Synergy scores: CSS=6.16, Synergy_ZIP=-1.80, Synergy_Bliss=1.37, Synergy_Loewe=-1.34, Synergy_HSA=1.51. (3) Drug 1: CN1CCC(CC1)COC2=C(C=C3C(=C2)N=CN=C3NC4=C(C=C(C=C4)Br)F)OC. Drug 2: C1CN(P(=O)(OC1)NCCCl)CCCl. Cell line: SN12C. Synergy scores: CSS=5.57, Synergy_ZIP=-2.75, Synergy_Bliss=-1.34, Synergy_Loewe=-17.1, Synergy_HSA=-1.82. (4) Drug 1: CN1CCC(CC1)COC2=C(C=C3C(=C2)N=CN=C3NC4=C(C=C(C=C4)Br)F)OC. Drug 2: CC1C(C(CC(O1)OC2CC(CC3=C2C(=C4C(=C3O)C(=O)C5=CC=CC=C5C4=O)O)(C(=O)C)O)N)O. Cell line: SK-OV-3. Synergy scores: CSS=42.0, Synergy_ZIP=-0.885, Synergy_Bliss=3.39, Synergy_Loewe=-6.37, Synergy_HSA=5.31. (5) Drug 1: CC12CCC(CC1=CCC3C2CCC4(C3CC=C4C5=CN=CC=C5)C)O. Drug 2: CC1C(C(=O)NC(C(=O)N2CCCC2C(=O)N(CC(=O)N(C(C(=O)O1)C(C)C)C)C)C(C)C)NC(=O)C3=C4C(=C(C=C3)C)OC5=C(C(=O)C(=C(C5=N4)C(=O)NC6C(OC(=O)C(N(C(=O)CN(C(=O)C7CCCN7C(=O)C(NC6=O)C(C)C)C)C)C(C)C)C)N)C. Cell line: SW-620. Synergy scores: CSS=40.3, Synergy_ZIP=31.3, Synergy_Bliss=30.4, Synergy_Loewe=28.7, Synergy_HSA=28.3. (6) Drug 1: CC(C1=C(C=CC(=C1Cl)F)Cl)OC2=C(N=CC(=C2)C3=CN(N=C3)C4CCNCC4)N. Drug 2: C1CCC(C1)C(CC#N)N2C=C(C=N2)C3=C4C=CNC4=NC=N3. Cell line: SF-268. Synergy scores: CSS=-2.94, Synergy_ZIP=1.44, Synergy_Bliss=4.58, Synergy_Loewe=-5.65, Synergy_HSA=-0.992.